The task is: Predict the product of the given reaction.. This data is from Forward reaction prediction with 1.9M reactions from USPTO patents (1976-2016). (1) Given the reactants Br[C:2]1[CH:7]=[CH:6][CH:5]=[CH:4][C:3]=1[S:8][CH3:9].[Cl:10][C:11]1[CH:12]=[C:13]2[C:17](=[CH:18][CH:19]=1)[NH:16][C:15](=[O:20])[C:14]2=[O:21], predict the reaction product. The product is: [Cl:10][C:11]1[CH:12]=[C:13]2[C:17](=[CH:18][CH:19]=1)[NH:16][C:15](=[O:20])[C:14]2([OH:21])[C:2]1[CH:7]=[CH:6][CH:5]=[CH:4][C:3]=1[S:8][CH3:9]. (2) The product is: [C:11]([O:10][C:9]([N:8]([C:16]([O:18][C:19]([CH3:22])([CH3:21])[CH3:20])=[O:17])[C:5]1[N:6]=[CH:7][C:2]([C:33]2[CH:38]=[CH:37][C:36]([S:39]([CH:42]3[CH2:47][CH2:46][CH2:45][N:44]([C:48]([O:50][C:51]([CH3:54])([CH3:53])[CH3:52])=[O:49])[CH2:43]3)(=[O:41])=[O:40])=[CH:35][CH:34]=2)=[N:3][C:4]=1[C:23]#[CH:24])=[O:15])([CH3:14])([CH3:13])[CH3:12]. Given the reactants Br[C:2]1[N:3]=[C:4]([C:23]#[CH:24])[C:5]([N:8]([C:16]([O:18][C:19]([CH3:22])([CH3:21])[CH3:20])=[O:17])[C:9](=[O:15])[O:10][C:11]([CH3:14])([CH3:13])[CH3:12])=[N:6][CH:7]=1.CC1(C)C(C)(C)OB([C:33]2[CH:38]=[CH:37][C:36]([S:39]([CH:42]3[CH2:47][CH2:46][CH2:45][N:44]([C:48]([O:50][C:51]([CH3:54])([CH3:53])[CH3:52])=[O:49])[CH2:43]3)(=[O:41])=[O:40])=[CH:35][CH:34]=2)O1.[O-]P([O-])([O-])=O.[K+].[K+].[K+], predict the reaction product. (3) Given the reactants [Cl:1][C:2]1[N:11]=[C:10](Cl)[C:9]2[C:4](=[CH:5][CH:6]=[CH:7][CH:8]=2)[N:3]=1.[CH3:13][CH:14]1[CH2:19][CH2:18][CH:17]([NH2:20])[CH2:16][CH2:15]1.[CH3:21][C:22]1[CH:26]=[C:25]([CH3:27])[NH:24][N:23]=1, predict the reaction product. The product is: [ClH:1].[CH3:21][C:22]1[CH:26]=[C:25]([CH3:27])[N:24]([C:2]2[N:11]=[C:10]([NH:20][CH:17]3[CH2:18][CH2:19][CH:14]([CH3:13])[CH2:15][CH2:16]3)[C:9]3[C:4](=[CH:5][CH:6]=[CH:7][CH:8]=3)[N:3]=2)[N:23]=1. (4) Given the reactants [CH:1]1([C:4]2[N:5]=[CH:6][C:7]([O:10][C@H:11]3[CH2:40][N:14]4[CH2:15][CH2:16][N:17]([C:19](=[O:39])[CH:20]([NH:31]C(=O)OC(C)(C)C)[C:21]5[CH:26]=[CH:25][CH:24]=[C:23]([C:27]([F:30])([F:29])[F:28])[CH:22]=5)[CH2:18][C@@H:13]4[CH2:12]3)=[N:8][CH:9]=2)[CH2:3][CH2:2]1.C1(C2N=CC(O[C@H]3CN4CCN(C(=O)C(NC(=O)OC(C)(C)C)C5C=CC(C(F)(F)F)=CC=5)C[C@@H]4C3)=NC=2)CC1, predict the reaction product. The product is: [NH2:31][CH:20]([C:21]1[CH:26]=[CH:25][CH:24]=[C:23]([C:27]([F:28])([F:30])[F:29])[CH:22]=1)[C:19]([N:17]1[CH2:16][CH2:15][N:14]2[CH2:40][C@H:11]([O:10][C:7]3[CH:6]=[N:5][C:4]([CH:1]4[CH2:3][CH2:2]4)=[CH:9][N:8]=3)[CH2:12][C@H:13]2[CH2:18]1)=[O:39].